This data is from Full USPTO retrosynthesis dataset with 1.9M reactions from patents (1976-2016). The task is: Predict the reactants needed to synthesize the given product. (1) Given the product [O:1]1[C:5]2[CH:6]=[CH:7][C:8]([C:10]3([C:13]([NH:16][C:17]4[CH:18]=[C:19]5[C:23](=[C:24]([C:26]([O:28][CH3:29])=[O:27])[CH:25]=4)[NH:22][C:21]([C:30]([CH3:33])([CH3:32])[CH3:31])=[CH:20]5)=[O:14])[CH2:12][CH2:11]3)=[CH:9][C:4]=2[O:3][CH2:2]1, predict the reactants needed to synthesize it. The reactants are: [O:1]1[C:5]2[CH:6]=[CH:7][C:8]([C:10]3([C:13](Cl)=[O:14])[CH2:12][CH2:11]3)=[CH:9][C:4]=2[O:3][CH2:2]1.[NH2:16][C:17]1[CH:18]=[C:19]2[C:23](=[C:24]([C:26]([O:28][CH3:29])=[O:27])[CH:25]=1)[NH:22][C:21]([C:30]([CH3:33])([CH3:32])[CH3:31])=[CH:20]2.C(N(CC)CC)C. (2) The reactants are: [CH3:1][O:2][C:3]1[CH:4]=[C:5]([C:11]2[CH:12]=[N:13][N:14]3[CH:19]=[CH:18][C:17](=O)[NH:16][C:15]=23)[CH:6]=[CH:7][C:8]=1[O:9][CH3:10].O=P(Cl)(Cl)[Cl:23]. Given the product [Cl:23][C:17]1[CH:18]=[CH:19][N:14]2[N:13]=[CH:12][C:11]([C:5]3[CH:6]=[CH:7][C:8]([O:9][CH3:10])=[C:3]([O:2][CH3:1])[CH:4]=3)=[C:15]2[N:16]=1, predict the reactants needed to synthesize it. (3) Given the product [CH:10]([N:9]([CH2:12][C@@H:13]([CH2:17][CH2:18][CH2:19][CH3:20])[C:14]([N:21]1[CH2:25][CH2:24][CH2:23][C@H:22]1[C:26]1[NH:27][C:28]2[CH:34]=[C:33]([NH:35][S:36]([C:39]3[CH:44]=[CH:43][CH:42]=[CH:41][CH:40]=3)(=[O:37])=[O:38])[CH:32]=[CH:31][C:29]=2[N:30]=1)=[O:15])[OH:8])=[O:11], predict the reactants needed to synthesize it. The reactants are: C([O:8][N:9]([CH2:12][C@@H:13]([CH2:17][CH2:18][CH2:19][CH3:20])[C:14](O)=[O:15])[CH:10]=[O:11])C1C=CC=CC=1.[NH:21]1[CH2:25][CH2:24][CH2:23][C@H:22]1[C:26]1[NH:27][C:28]2[CH:34]=[C:33]([NH:35][S:36]([C:39]3[CH:44]=[CH:43][CH:42]=[CH:41][CH:40]=3)(=[O:38])=[O:37])[CH:32]=[CH:31][C:29]=2[N:30]=1. (4) Given the product [NH2:8][C@H:9]1[CH2:14][CH2:13][CH2:12][CH2:11][C@H:10]1[NH:15][C:16]1[CH:17]=[C:18]([NH:24][C:25]2[CH:26]=[CH:27][CH:28]=[C:29]([CH2:31][N:32]3[CH2:37][CH2:36][NH:35][CH2:34][CH2:33]3)[N:30]=2)[C:19]([C:22]#[N:23])=[N:20][CH:21]=1, predict the reactants needed to synthesize it. The reactants are: C(OC([NH:8][C@H:9]1[CH2:14][CH2:13][CH2:12][CH2:11][C@H:10]1[NH:15][C:16]1[CH:17]=[C:18]([NH:24][C:25]2[N:30]=[C:29]([CH2:31][N:32]3[CH2:37][CH2:36][N:35](C(OC(C)(C)C)=O)[CH2:34][CH2:33]3)[CH:28]=[CH:27][CH:26]=2)[C:19]([C:22]#[N:23])=[N:20][CH:21]=1)=O)(C)(C)C.FC(F)(F)C(O)=O. (5) Given the product [CH:1]([C:4]1[CH:9]=[C:8]([CH:10]([CH3:12])[CH3:11])[C:7]([S:13]([C:16]2[CH:21]=[CH:20][CH:19]=[CH:18][CH:17]=2)(=[O:15])=[O:14])=[CH:6][C:5]=1[S:22]([NH:33][CH2:32][CH:29]1[CH2:30][CH2:31][O:26][CH2:27][CH2:28]1)(=[O:24])=[O:23])([CH3:3])[CH3:2], predict the reactants needed to synthesize it. The reactants are: [CH:1]([C:4]1[CH:9]=[C:8]([CH:10]([CH3:12])[CH3:11])[C:7]([S:13]([C:16]2[CH:21]=[CH:20][CH:19]=[CH:18][CH:17]=2)(=[O:15])=[O:14])=[CH:6][C:5]=1[S:22](Cl)(=[O:24])=[O:23])([CH3:3])[CH3:2].[O:26]1[CH2:31][CH2:30][CH:29]([CH2:32][NH2:33])[CH2:28][CH2:27]1. (6) Given the product [ClH:28].[CH3:25][O:24][C:22](=[O:23])[C:21]1[CH:26]=[CH:27][C:18]([CH2:17][NH:8][NH2:9])=[CH:19][CH:20]=1, predict the reactants needed to synthesize it. The reactants are: CC(OC([N:8]([CH2:17][C:18]1[CH:27]=[CH:26][C:21]([C:22]([O:24][CH3:25])=[O:23])=[CH:20][CH:19]=1)[NH:9]C(OC(C)(C)C)=O)=O)(C)C.[ClH:28].